This data is from Full USPTO retrosynthesis dataset with 1.9M reactions from patents (1976-2016). The task is: Predict the reactants needed to synthesize the given product. (1) The reactants are: N1([C:6]2[CH:7]=[C:8]([C:16]3[S:20][C:19]([NH:21][C:22]([N:24]4C=CN=C4)=[O:23])=[N:18][C:17]=3[CH3:29])[CH:9]=[CH:10][C:11]=2[S:12]([CH3:15])(=[O:14])=[O:13])C=CN=C1.[F:30]C1C=C(C2SC(N)=NC=2C)C=CC=1S(C)(=O)=O. Given the product [F:30][C:6]1[CH:7]=[C:8]([C:16]2[S:20][C:19]([NH:21][C:22]([NH2:24])=[O:23])=[N:18][C:17]=2[CH3:29])[CH:9]=[CH:10][C:11]=1[S:12]([CH3:15])(=[O:14])=[O:13], predict the reactants needed to synthesize it. (2) Given the product [CH3:11][C:5]1[CH:6]=[C:7]2[C:2](=[N:3][CH:4]=1)[N:13]1[CH2:14][CH2:15][CH2:16][CH2:17][CH2:18][CH2:19][CH2:20][C:12]1=[N:8]2, predict the reactants needed to synthesize it. The reactants are: Cl[C:2]1[C:7]([N+:8]([O-])=O)=[CH:6][C:5]([CH3:11])=[CH:4][N:3]=1.[C:12]1(=O)[CH2:20][CH2:19][CH2:18][CH2:17][CH2:16][CH2:15][CH2:14][NH:13]1. (3) Given the product [ClH:20].[Cl:20][C:21]1[C:33]([CH2:34][N:35]2[CH2:39][CH2:38][CH2:37][CH2:36]2)=[CH:32][CH:31]=[CH:30][C:22]=1[O:23][C@H:24]1[CH2:27][C@H:26]([CH2:28][NH:29][C:17]([C:14]2([CH3:13])[CH2:16][CH2:15]2)=[O:19])[CH2:25]1, predict the reactants needed to synthesize it. The reactants are: C1N=CN(C(N2C=NC=C2)=O)C=1.[CH3:13][C:14]1([C:17]([OH:19])=O)[CH2:16][CH2:15]1.[Cl:20][C:21]1[C:33]([CH2:34][N:35]2[CH2:39][CH2:38][CH2:37][CH2:36]2)=[CH:32][CH:31]=[CH:30][C:22]=1[O:23][C@H:24]1[CH2:27][C@H:26]([CH2:28][NH2:29])[CH2:25]1. (4) Given the product [CH2:1]([O:3][C:4]([N:6]1[C:15]2[C:10](=[CH:11][C:12]([C:16]([F:19])([F:18])[F:17])=[CH:13][CH:14]=2)[CH:9]([Br:30])[CH2:8][C@H:7]1[CH2:21][CH3:22])=[O:5])[CH3:2], predict the reactants needed to synthesize it. The reactants are: [CH2:1]([O:3][C:4]([N:6]1[C:15]2[C:10](=[CH:11][C:12]([C:16]([F:19])([F:18])[F:17])=[CH:13][CH:14]=2)[C@@H:9](O)[CH2:8][C@H:7]1[CH2:21][CH3:22])=[O:5])[CH3:2].N1C=CC=CC=1.P(Br)(Br)[Br:30]. (5) Given the product [Cl:8][C:4]1[N:3]([O:2][C:15]([N:9]2[CH2:14][CH2:13][O:12][CH2:11][CH2:10]2)=[O:16])[CH:7]=[CH:6][N:5]=1, predict the reactants needed to synthesize it. The reactants are: Cl.[OH:2][N:3]1[CH:7]=[CH:6][N:5]=[C:4]1[Cl:8].[N:9]1([C:15](Cl)=[O:16])[CH2:14][CH2:13][O:12][CH2:11][CH2:10]1. (6) Given the product [I:18][C:12]1[C:11]([O:10][CH2:9][CH2:8][NH2:7])=[CH:16][CH:15]=[C:14]([I:17])[N:13]=1, predict the reactants needed to synthesize it. The reactants are: C(OC(=O)[NH:7][CH2:8][CH2:9][O:10][C:11]1[C:12]([I:18])=[N:13][C:14]([I:17])=[CH:15][CH:16]=1)(C)(C)C.Cl.O1CCOCC1. (7) Given the product [CH3:10][O:9][C:6]1[CH:7]=[CH:8][C:3]([CH2:2][C:14]#[N:15])=[C:4]([N+:11]([O-:13])=[O:12])[CH:5]=1, predict the reactants needed to synthesize it. The reactants are: Br[CH2:2][C:3]1[CH:8]=[CH:7][C:6]([O:9][CH3:10])=[CH:5][C:4]=1[N+:11]([O-:13])=[O:12].[C-:14]#[N:15].[K+]. (8) The reactants are: [CH:1]1[C:6]2[C:7]([O:9][C:10](=[O:11])[C:5]=2[CH:4]=[C:3]2[C:12]([O:14][C:15](=[O:16])[C:2]=12)=[O:13])=[O:8].[Cl-].[Al+3].[Cl-].[Cl-].C(N(CC)[CH:25]([CH3:27])[CH3:26])(C)C.Cl.[CH3:31][C:32]1[CH:33]=[CH:34][C:35]([CH3:38])=[CH:36][CH:37]=1. Given the product [CH3:15][C:2]1[CH:3]=[CH:27][C:25]([CH3:26])=[CH:6][C:1]=1[C:15]([C:2]1[CH:1]=[C:6]([C:7]([OH:9])=[O:8])[C:5]([C:10](=[O:11])[C:33]2[CH:34]=[C:35]([CH3:38])[CH:36]=[CH:37][C:32]=2[CH3:31])=[CH:4][C:3]=1[C:12]([OH:14])=[O:13])=[O:16], predict the reactants needed to synthesize it.